Dataset: Reaction yield outcomes from USPTO patents with 853,638 reactions. Task: Predict the reaction yield, written as a fraction of the theoretical maximum amount of product (1.0 means a 100% yield; for example, 0.34 means a 34% yield). (1) The reactants are CO[C:3](=[O:24])[C:4]1[CH:9]=[CH:8][C:7]([O:10][CH2:11][C:12]2[C:13]([C:17]3[CH:22]=[CH:21][C:20]([F:23])=[CH:19][CH:18]=3)=[N:14][O:15][CH:16]=2)=[N:6][CH:5]=1.[NH2:25][CH:26]1[CH2:31][CH2:30][O:29][CH2:28][CH2:27]1. No catalyst specified. The product is [F:23][C:20]1[CH:19]=[CH:18][C:17]([C:13]2[C:12]([CH2:11][O:10][C:7]3[CH:8]=[CH:9][C:4]([C:3]([NH:25][CH:26]4[CH2:31][CH2:30][O:29][CH2:28][CH2:27]4)=[O:24])=[CH:5][N:6]=3)=[CH:16][O:15][N:14]=2)=[CH:22][CH:21]=1. The yield is 0.880. (2) The reactants are [N:1]1[CH:6]=[CH:5][C:4](/[CH:7]=[CH:8]/[P:9](=[O:16])([O:13][CH2:14][CH3:15])[O:10][CH2:11][CH3:12])=[CH:3][CH:2]=1. The catalyst is C(O)C.[C].[Pd]. The product is [N:1]1[CH:2]=[CH:3][C:4]([CH2:7][CH2:8][P:9](=[O:16])([O:10][CH2:11][CH3:12])[O:13][CH2:14][CH3:15])=[CH:5][CH:6]=1. The yield is 1.00. (3) The product is [CH3:25][C:24]1[CH:23]=[C:22]([O:5][C@@H:6]2[CH2:10][CH2:9][O:8][CH2:7]2)[CH:21]=[C:20]([CH3:27])[C:19]=1[C:15]1[CH:16]=[CH:17][CH:18]=[C:13]([CH2:12][OH:11])[CH:14]=1. The yield is 0.580. The reactants are CS([O:5][C@H:6]1[CH2:10][CH2:9][O:8][CH2:7]1)(=O)=O.[OH:11][CH2:12][C:13]1[CH:14]=[C:15]([C:19]2[C:24]([CH3:25])=[CH:23][C:22](O)=[CH:21][C:20]=2[CH3:27])[CH:16]=[CH:17][CH:18]=1.C(=O)([O-])[O-].[Cs+].[Cs+]. The catalyst is CN(C)C=O.